From a dataset of Forward reaction prediction with 1.9M reactions from USPTO patents (1976-2016). Predict the product of the given reaction. Given the reactants [C:1]([CH:5]1[CH2:10][CH2:9][CH:8]([O:11][C:12]2[C:13]([C:29]([F:32])([F:31])[F:30])=[C:14]3[C:19](=[CH:20][CH:21]=2)[N:18]=[C:17]([C@:22]2([CH3:28])[CH2:26][O:25]C(=O)[NH:23]2)[N:16]=[CH:15]3)[CH2:7][CH2:6]1)([CH3:4])([CH3:3])[CH3:2].C(O)C.[OH-].[Li+].O, predict the reaction product. The product is: [NH2:23][C@@:22]([C:17]1[N:16]=[CH:15][C:14]2[C:19](=[CH:20][CH:21]=[C:12]([O:11][C@H:8]3[CH2:7][CH2:6][C@H:5]([C:1]([CH3:4])([CH3:3])[CH3:2])[CH2:10][CH2:9]3)[C:13]=2[C:29]([F:32])([F:30])[F:31])[N:18]=1)([CH3:28])[CH2:26][OH:25].